Task: Predict the reaction yield, written as a fraction of the theoretical maximum amount of product (1.0 means a 100% yield; for example, 0.34 means a 34% yield).. Dataset: Reaction yield outcomes from USPTO patents with 853,638 reactions (1) The reactants are [Br:1][C:2]1[CH:7]=[CH:6][C:5]([C@@H:8]2[O:13][CH2:12][CH2:11][NH:10][CH2:9]2)=[CH:4][CH:3]=1.C(N(CC)C(C)C)(C)C.[C:23](O[C:23]([O:25][C:26]([CH3:29])([CH3:28])[CH3:27])=[O:24])([O:25][C:26]([CH3:29])([CH3:28])[CH3:27])=[O:24]. The catalyst is C1COCC1. The product is [Br:1][C:2]1[CH:3]=[CH:4][C:5]([C@@H:8]2[O:13][CH2:12][CH2:11][N:10]([C:23]([O:25][C:26]([CH3:29])([CH3:28])[CH3:27])=[O:24])[CH2:9]2)=[CH:6][CH:7]=1. The yield is 0.920. (2) The reactants are [C:1]([O-])(=[O:3])[CH3:2].[Na+].[CH2:6]([O:8][C:9]([C:11](=[CH:16][C:17]1[S:18][C:19]([CH3:22])=[CH:20][CH:21]=1)[CH2:12][C:13]([OH:15])=O)=[O:10])[CH3:7]. The catalyst is C(OC(=O)C)(=O)C.ClCCl. The product is [CH2:6]([O:8][C:9]([C:11]1[CH:12]=[C:13]([O:15][C:1](=[O:3])[CH3:2])[C:21]2[CH:20]=[C:19]([CH3:22])[S:18][C:17]=2[CH:16]=1)=[O:10])[CH3:7]. The yield is 0.610.